Predict the reaction yield, written as a fraction of the theoretical maximum amount of product (1.0 means a 100% yield; for example, 0.34 means a 34% yield). From a dataset of Reaction yield outcomes from USPTO patents with 853,638 reactions. (1) The reactants are [Cl:1][C:2]1[CH:3]=[C:4]([CH:13]=[CH:14][C:15]=1[NH:16][C:17]([C:19]1[CH:23]=[C:22]([C:24]2[CH:29]=[CH:28][C:27]([O:30][CH:31]([CH3:33])[CH3:32])=[C:26]([Cl:34])[CH:25]=2)[O:21][N:20]=1)=[O:18])[CH2:5][N:6]1[CH2:9][CH:8]([C:10]([OH:12])=[O:11])[CH2:7]1.[C:35]1(S(O)(=O)=O)C=CC=CC=1. The catalyst is C(#N)C.CO. The product is [Cl:1][C:2]1[CH:3]=[C:4]([CH:13]=[CH:14][C:15]=1[NH:16][C:17]([C:19]1[CH:23]=[C:22]([C:24]2[CH:29]=[CH:28][C:27]([O:30][CH:31]([CH3:32])[CH3:33])=[C:26]([Cl:34])[CH:25]=2)[O:21][N:20]=1)=[O:18])[CH2:5][N:6]1[CH2:9][CH:8]([C:10]([O:12][CH3:35])=[O:11])[CH2:7]1. The yield is 0.331. (2) The reactants are C(OC([NH:8][C@@H:9]([CH3:46])[C:10]([O:12][C:13]1([CH2:19][O:20][C:21]2[CH:26]=[CH:25][C:24]([N:27]3[C:32](=[O:33])[C:31]4[S:34][C:35]([C:37]5[CH:42]=[CH:41][C:40]([Cl:43])=[CH:39][CH:38]=5)=[CH:36][C:30]=4[N:29]=[CH:28]3)=[CH:23][C:22]=2[O:44][CH3:45])[CH2:16][C:15]([F:18])([F:17])[CH2:14]1)=[O:11])=O)(C)(C)C.Cl.CO. The catalyst is C(O)(C(F)(F)F)=O.C(Cl)Cl.C(Cl)Cl. The product is [NH2:8][C@@H:9]([CH3:46])[C:10]([O:12][C:13]1([CH2:19][O:20][C:21]2[CH:26]=[CH:25][C:24]([N:27]3[C:32](=[O:33])[C:31]4[S:34][C:35]([C:37]5[CH:38]=[CH:39][C:40]([Cl:43])=[CH:41][CH:42]=5)=[CH:36][C:30]=4[N:29]=[CH:28]3)=[CH:23][C:22]=2[O:44][CH3:45])[CH2:14][C:15]([F:17])([F:18])[CH2:16]1)=[O:11]. The yield is 0.830. (3) The reactants are [CH3:1][C@H:2]([NH:11][CH3:12])[C@@H:3]([OH:10])[C:4]1[CH:9]=[CH:8][CH:7]=[CH:6][CH:5]=1.C(N(CC)CC)C.[Cl:20][CH2:21][CH2:22][CH2:23][CH2:24][C:25](Cl)=[O:26].O. The catalyst is C1COCC1. The product is [Cl:20][CH2:21][CH2:22][CH2:23][CH2:24][C:25]([N:11]([C@@H:2]([CH3:1])[C@@H:3]([OH:10])[C:4]1[CH:9]=[CH:8][CH:7]=[CH:6][CH:5]=1)[CH3:12])=[O:26]. The yield is 0.930. (4) The reactants are [O:1]([C:3]1[CH:4]=[C:5]([C:9]2[N:18]=[C:17]([C:19]([OH:21])=O)[C:16]3[C:11](=[CH:12][CH:13]=[CH:14][CH:15]=3)[N:10]=2)[CH:6]=[CH:7][CH:8]=1)[CH3:2].Cl.[OH:23][C:24]1[C:33]([O:34][CH3:35])=[CH:32][CH:31]=[C:30]2[C:25]=1[CH2:26][CH2:27][NH:28][CH2:29]2. No catalyst specified. The product is [O:1]([C:3]1[CH:4]=[C:5]([C:9]2[N:18]=[C:17]([C:19]([N:28]3[CH2:27][CH2:26][C:25]4[C:30](=[CH:31][CH:32]=[C:33]([O:34][CH3:35])[C:24]=4[OH:23])[CH2:29]3)=[O:21])[C:16]3[C:11](=[CH:12][CH:13]=[CH:14][CH:15]=3)[N:10]=2)[CH:6]=[CH:7][CH:8]=1)[CH3:2]. The yield is 0.170. (5) The reactants are [NH2:1][C:2]1[C:3]2[C:10]([C:11]3[CH:16]=[CH:15][C:14]([O:17][C:18]4[CH:23]=[CH:22][CH:21]=[CH:20][CH:19]=4)=[CH:13][CH:12]=3)=[C:9]([CH3:24])[N:8]([CH2:25][C@@H:26]3[CH2:30][CH2:29][CH2:28][N:27]3[C:31](=[O:35])[CH2:32][C:33]#[N:34])[C:4]=2[N:5]=[CH:6][N:7]=1.[CH3:36][N:37]([CH3:43])[C:38]([CH3:42])([CH3:41])[CH:39]=O.C(O)(=O)C.N1CCCCC1. The catalyst is CCO. The product is [NH2:1][C:2]1[C:3]2[C:10]([C:11]3[CH:16]=[CH:15][C:14]([O:17][C:18]4[CH:19]=[CH:20][CH:21]=[CH:22][CH:23]=4)=[CH:13][CH:12]=3)=[C:9]([CH3:24])[N:8]([CH2:25][C@@H:26]3[CH2:30][CH2:29][CH2:28][N:27]3[C:31]([C:32](=[CH:39][C:38]([N:37]([CH3:43])[CH3:36])([CH3:42])[CH3:41])[C:33]#[N:34])=[O:35])[C:4]=2[N:5]=[CH:6][N:7]=1. The yield is 0.0400. (6) The reactants are Cl.[C:2](=[NH:9])([O:6][CH2:7][CH3:8])[CH:3]([CH3:5])[CH3:4].N1C(C)=CC(C)=CC=1C.Cl[C:20]([O:22][CH2:23][CH3:24])=[O:21]. No catalyst specified. The product is [CH2:23]([O:22][C:20]([N:9]=[C:2]([O:6][CH2:7][CH3:8])[CH:3]([CH3:5])[CH3:4])=[O:21])[CH3:24]. The yield is 0.990.